The task is: Predict the reaction yield, written as a fraction of the theoretical maximum amount of product (1.0 means a 100% yield; for example, 0.34 means a 34% yield).. This data is from Reaction yield outcomes from USPTO patents with 853,638 reactions. (1) The reactants are [NH2:1][C:2]1[S:6][N:5]=[C:4]([CH3:7])[C:3]=1[C:8]([NH:10][C:11]1[CH:12]=[N:13][C:14]([O:17][CH3:18])=[CH:15][CH:16]=1)=[O:9].Cl[C:20]1[CH:25]=[N:24][C:23]([C:26]([F:29])([F:28])[F:27])=[CH:22][N:21]=1.C(=O)([O-])[O-].[Cs+].[Cs+].CC1(C)C2C(=C(P(C3C=CC=CC=3)C3C=CC=CC=3)C=CC=2)OC2C(P(C3C=CC=CC=3)C3C=CC=CC=3)=CC=CC1=2. The catalyst is O1CCOCC1.CN(C=O)C.C([O-])(=O)C.[Pd+2].C([O-])(=O)C. The product is [CH3:18][O:17][C:14]1[N:13]=[CH:12][C:11]([NH:10][C:8]([C:3]2[C:4]([CH3:7])=[N:5][S:6][C:2]=2[NH:1][C:20]2[CH:25]=[N:24][C:23]([C:26]([F:29])([F:28])[F:27])=[CH:22][N:21]=2)=[O:9])=[CH:16][CH:15]=1. The yield is 0.870. (2) The reactants are [CH3:1][O:2][CH2:3][CH2:4][CH2:5][O:6][C:7]1[CH:12]=[CH:11][N:10]=[C:9]([CH2:13][S:14][C:15]2[NH:19][C:18]3[CH:20]=[CH:21][CH:22]=[CH:23][C:17]=3[N:16]=2)[C:8]=1[CH3:24].[OH-:25].[Na+].O. The catalyst is ClCCl. The product is [CH3:1][O:2][CH2:3][CH2:4][CH2:5][O:6][C:7]1[CH:12]=[CH:11][N:10]=[C:9]([CH2:13][S:14]([C:15]2[NH:16][C:17]3[CH:23]=[CH:22][CH:21]=[CH:20][C:18]=3[N:19]=2)=[O:25])[C:8]=1[CH3:24]. The yield is 0.404. (3) The reactants are [OH:1][C:2]([CH:4]([C:6]1[CH:15]=[CH:14][C:9]([CH2:10][CH:11]([CH3:13])[CH3:12])=[CH:8][CH:7]=1)[CH3:5])=[O:3].Cl[Si](C)(C)C.[CH3:21][CH2:22]O. No catalyst specified. The product is [CH2:10]([C:9]1[CH:8]=[CH:7][C:6]([CH:4]([CH3:5])[C:2]([O:1][CH2:21][CH3:22])=[O:3])=[CH:15][CH:14]=1)[CH:11]([CH3:12])[CH3:13]. The yield is 1.00. (4) The product is [CH3:5][C:6]([CH3:32])([CH2:7][C:8]([N:33]1[CH2:38][CH2:37][O:36][CH2:35][CH2:34]1)=[O:10])[CH2:11][C:12]([NH:13][C:14]1[CH:19]=[CH:18][C:17]([O:20][C:21](=[O:30])[N:22]([CH3:29])[C:23]2[CH:24]=[CH:25][CH:26]=[CH:27][CH:28]=2)=[N:16][CH:15]=1)=[O:31]. The catalyst is ClCCl. The yield is 0.630. The reactants are S(Cl)(Cl)=O.[CH3:5][C:6]([CH3:32])([CH2:11][C:12](=[O:31])[NH:13][C:14]1[CH:15]=[N:16][C:17]([O:20][C:21](=[O:30])[N:22]([CH3:29])[C:23]2[CH:28]=[CH:27][CH:26]=[CH:25][CH:24]=2)=[CH:18][CH:19]=1)[CH2:7][C:8]([OH:10])=O.[NH:33]1[CH2:38][CH2:37][O:36][CH2:35][CH2:34]1. (5) The reactants are [C:1]12([C:11](=[O:22])[CH2:12][S:13][CH2:14][C:15]3[CH:20]=[CH:19][C:18]([Cl:21])=[CH:17][CH:16]=3)[CH2:10][CH:5]3[CH2:6][CH:7]([CH2:9][CH:3]([CH2:4]3)[CH2:2]1)[CH2:8]2.C1C=C(Cl)C=C(C(OO)=[O:31])C=1. The catalyst is C(Cl)Cl. The product is [C:1]12([C:11](=[O:22])[CH2:12][S:13]([CH2:14][C:15]3[CH:20]=[CH:19][C:18]([Cl:21])=[CH:17][CH:16]=3)=[O:31])[CH2:2][CH:3]3[CH2:9][CH:7]([CH2:6][CH:5]([CH2:4]3)[CH2:10]1)[CH2:8]2. The yield is 0.460. (6) The reactants are [C:1]([O:5][C:6](=[O:24])[NH:7][C:8]1[C:9]([O:16][C:17]2[CH:22]=[CH:21][CH:20]=[CH:19][C:18]=2[CH3:23])=[N:10][C:11]([S:14][CH3:15])=[N:12][CH:13]=1)([CH3:4])([CH3:3])[CH3:2].[CH3:25]N(C)C=O.CI. No catalyst specified. The product is [C:1]([O:5][C:6](=[O:24])[N:7]([CH3:25])[C:8]1[C:9]([O:16][C:17]2[CH:22]=[CH:21][CH:20]=[CH:19][C:18]=2[CH3:23])=[N:10][C:11]([S:14][CH3:15])=[N:12][CH:13]=1)([CH3:4])([CH3:3])[CH3:2]. The yield is 0.980. (7) The reactants are [OH:1][N:2]1[C:6](=[O:7])[C:5]2=[CH:8][CH:9]=[CH:10][CH:11]=[C:4]2[C:3]1=[O:12].C1(C)C=CC=CC=1.[CH2:20]1[O:23][C@H:21]1[CH3:22].C1CCCCC1. The catalyst is [Br-].C([N+](CCCC)(CCCC)CCCC)CCC.C(OCC)(=O)C.CCN(C(C)C)C(C)C. The product is [OH:23][C@@H:21]([CH3:22])[CH2:20][O:1][N:2]1[C:3](=[O:12])[C:4]2[C:5](=[CH:8][CH:9]=[CH:10][CH:11]=2)[C:6]1=[O:7]. The yield is 0.690.